From a dataset of Catalyst prediction with 721,799 reactions and 888 catalyst types from USPTO. Predict which catalyst facilitates the given reaction. (1) Product: [F:1][C:2]1[CH:7]=[C:6]([CH2:8][O:9][CH3:24])[CH:5]=[C:4]([F:10])[C:3]=1[C:11]1[N:16]=[C:15]([C:17]([O:19][CH3:20])=[O:18])[CH:14]=[CH:13][C:12]=1[F:21]. Reactant: [F:1][C:2]1[CH:7]=[C:6]([CH2:8][OH:9])[CH:5]=[C:4]([F:10])[C:3]=1[C:11]1[N:16]=[C:15]([C:17]([O:19][CH3:20])=[O:18])[CH:14]=[CH:13][C:12]=1[F:21].[H-].[Na+].[CH3:24]I.O. The catalyst class is: 3. (2) Reactant: [CH3:1][C:2]1[CH:3]=[CH:4][CH:5]=[C:6]2[C:11]=1[N:10]=[C:9]([SH:12])[N:8]([C:13]1[CH:18]=[CH:17][CH:16]=[CH:15][CH:14]=1)[C:7]2=[O:19].[C:20]([O-])([O-])=O.[K+].[K+].CI. Product: [C:13]1([N:8]2[C:7](=[O:19])[C:6]3[C:11](=[C:2]([CH3:1])[CH:3]=[CH:4][CH:5]=3)[N:10]=[C:9]2[S:12][CH3:20])[CH:14]=[CH:15][CH:16]=[CH:17][CH:18]=1. The catalyst class is: 3. (3) Reactant: [NH2:1][C:2]1[C:11]2[N:12]=[C:13]([CH2:31][CH2:32][O:33][CH3:34])[N:14]([CH2:15][CH2:16][CH2:17][NH:18][CH2:19][C:20]3[CH:25]=[CH:24][C:23]([CH2:26][C:27]([O:29][CH3:30])=[O:28])=[CH:22][CH:21]=3)[C:10]=2[C:9]2[CH:8]=[CH:7][CH:6]=[CH:5][C:4]=2[N:3]=1.Cl.Cl[CH2:37][CH2:38][CH2:39][N:40]1[CH2:45][CH2:44][O:43][CH2:42][CH2:41]1.C([O-])([O-])=O.[K+].[K+].[I-].[Na+]. Product: [NH2:1][C:2]1[C:11]2[N:12]=[C:13]([CH2:31][CH2:32][O:33][CH3:34])[N:14]([CH2:15][CH2:16][CH2:17][N:18]([CH2:19][C:20]3[CH:21]=[CH:22][C:23]([CH2:26][C:27]([O:29][CH3:30])=[O:28])=[CH:24][CH:25]=3)[CH2:37][CH2:38][CH2:39][N:40]3[CH2:45][CH2:44][O:43][CH2:42][CH2:41]3)[C:10]=2[C:9]2[CH:8]=[CH:7][CH:6]=[CH:5][C:4]=2[N:3]=1. The catalyst class is: 23.